This data is from Reaction yield outcomes from USPTO patents with 853,638 reactions. The task is: Predict the reaction yield, written as a fraction of the theoretical maximum amount of product (1.0 means a 100% yield; for example, 0.34 means a 34% yield). (1) The catalyst is O. The reactants are [C@H:1]1([NH:10][C:11]2[C:12]3[CH:19]=[CH:18][N:17]([C@H:20]4[CH2:36][C@@H:23]5[O:24]C(C6C=CC(OC)=CC=6)[O:26][CH2:27][C@@H:22]5[CH2:21]4)[C:13]=3[N:14]=[CH:15][N:16]=2)[C:9]2[C:4](=[CH:5][CH:6]=[CH:7][CH:8]=2)[CH2:3][CH2:2]1.CC(O)=O.C1COCC1. The yield is 0.520. The product is [C@H:1]1([NH:10][C:11]2[C:12]3[CH:19]=[CH:18][N:17]([C@H:20]4[CH2:36][C@H:23]([OH:24])[C@H:22]([CH2:27][OH:26])[CH2:21]4)[C:13]=3[N:14]=[CH:15][N:16]=2)[C:9]2[C:4](=[CH:5][CH:6]=[CH:7][CH:8]=2)[CH2:3][CH2:2]1. (2) The catalyst is CN(C)C=O. The yield is 0.810. The product is [NH2:24][CH2:25][C@@H:26]([C:50]([O:52][CH3:53])=[O:51])[NH:27][C:28](=[O:49])[C:29]1[CH:34]=[CH:33][C:32]([C:35]([NH:37][CH2:38][C:39]2[CH:47]=[CH:46][CH:45]=[C:44]3[C:40]=2[CH:41]=[CH:42][NH:43]3)=[O:36])=[CH:31][C:30]=1[Cl:48]. The reactants are N1CCCCC1.C1C2C(COC([NH:24][CH2:25][C@@H:26]([C:50]([O:52][CH3:53])=[O:51])[NH:27][C:28](=[O:49])[C:29]3[CH:34]=[CH:33][C:32]([C:35]([NH:37][CH2:38][C:39]4[CH:47]=[CH:46][CH:45]=[C:44]5[C:40]=4[CH:41]=[CH:42][NH:43]5)=[O:36])=[CH:31][C:30]=3[Cl:48])=O)C3C(=CC=CC=3)C=2C=CC=1. (3) The reactants are Cl[C:2]([F:7])([F:6])C([O-])=O.[Na+].[OH:9][C:10]1[CH:17]=[CH:16][C:13]([CH:14]=[O:15])=[CH:12][C:11]=1[CH3:18].C(=O)([O-])[O-].[K+].[K+]. The catalyst is CN(C=O)C.O. The product is [F:7][CH:2]([F:6])[O:9][C:10]1[CH:17]=[CH:16][C:13]([CH:14]=[O:15])=[CH:12][C:11]=1[CH3:18]. The yield is 0.630. (4) The reactants are O=O.[C:3]([O:7][C:8]([N:10]1[CH2:15][CH2:14][C:13]([C:16]2[CH:21]=[CH:20][C:19]([F:22])=[CH:18][CH:17]=2)=[C:12]([C:23]([OH:25])=[O:24])[CH2:11]1)=[O:9])([CH3:6])([CH3:5])[CH3:4].C(N(CC)CC)C.[H][H]. The catalyst is COC(C)(C)C.CO. The product is [C:3]([O:7][C:8]([N:10]1[CH2:15][CH2:14][C@@H:13]([C:16]2[CH:17]=[CH:18][C:19]([F:22])=[CH:20][CH:21]=2)[C@@H:12]([C:23]([OH:25])=[O:24])[CH2:11]1)=[O:9])([CH3:6])([CH3:4])[CH3:5]. The yield is 0.890. (5) The reactants are Cl[C:2]1[N:7]=[C:6]([NH:8][C:9]2[CH:14]=[CH:13][C:12]3[O:15][CH2:16][CH2:17][O:18][C:11]=3[CH:10]=2)[C:5]([F:19])=[CH:4][N:3]=1.[NH2:20][C:21]1[CH:22]=[N:23][CH:24]=[CH:25][CH:26]=1.CC(C)([O-])C.[Na+].C1C=CC(P(C2C=CC3C(=CC=CC=3)C=2C2C3C(=CC=CC=3)C=CC=2P(C2C=CC=CC=2)C2C=CC=CC=2)C2C=CC=CC=2)=CC=1.C(N(CC)C(C)C)(C)C. The catalyst is C1(C)C=CC=CC=1.C([O-])(=O)C.[Pd+2].C([O-])(=O)C. The product is [CH2:17]1[CH2:16][O:15][C:12]2[CH:13]=[CH:14][C:9]([NH:8][C:6]3[C:5]([F:19])=[CH:4][N:3]=[C:2]([NH:20][C:21]4[CH:22]=[N:23][CH:24]=[CH:25][CH:26]=4)[N:7]=3)=[CH:10][C:11]=2[O:18]1. The yield is 0.140.